From a dataset of Reaction yield outcomes from USPTO patents with 853,638 reactions. Predict the reaction yield, written as a fraction of the theoretical maximum amount of product (1.0 means a 100% yield; for example, 0.34 means a 34% yield). (1) The reactants are [CH2:1]([N:8]1[CH:17]=[C:16]([CH2:18][C:19]2[C:27]3[C:22](=[CH:23][CH:24]=[C:25]([Cl:28])[CH:26]=3)[N:21]([CH2:29][C:30]([O:32]C)=[O:31])[C:20]=2[CH3:34])[C:15]2[C:10](=[CH:11][CH:12]=[CH:13][CH:14]=2)[C:9]1=[O:35])[C:2]1[CH:7]=[CH:6][CH:5]=[CH:4][CH:3]=1.C1COCC1.[OH-].[Li+].Cl. The catalyst is O.CO. The product is [CH2:1]([N:8]1[CH:17]=[C:16]([CH2:18][C:19]2[C:27]3[C:22](=[CH:23][CH:24]=[C:25]([Cl:28])[CH:26]=3)[N:21]([CH2:29][C:30]([OH:32])=[O:31])[C:20]=2[CH3:34])[C:15]2[C:10](=[CH:11][CH:12]=[CH:13][CH:14]=2)[C:9]1=[O:35])[C:2]1[CH:3]=[CH:4][CH:5]=[CH:6][CH:7]=1. The yield is 0.400. (2) The reactants are CC(C)([O-])C.[Na+].C1C=CC(P(C2C(C3C(P(C4C=CC=CC=4)C4C=CC=CC=4)=CC=C4C=3C=CC=C4)=C3C(C=CC=C3)=CC=2)C2C=CC=CC=2)=CC=1.Br[C:54]1[CH:55]=[C:56]2[C:61](=[CH:62][CH:63]=1)[N:60]=[CH:59][N:58]([C:64]1[CH:65]=[C:66]([NH:71][C:72](=[O:84])[C:73]3[CH:78]=[CH:77][CH:76]=[C:75]([C:79]([C:82]#[N:83])([CH3:81])[CH3:80])[CH:74]=3)[CH:67]=[CH:68][C:69]=1[CH3:70])[C:57]2=[O:85].[NH:86]1[CH2:91][CH2:90][O:89][CH2:88][CH2:87]1. The catalyst is C1C=CC(/C=C/C(/C=C/C2C=CC=CC=2)=O)=CC=1.C1C=CC(/C=C/C(/C=C/C2C=CC=CC=2)=O)=CC=1.C1C=CC(/C=C/C(/C=C/C2C=CC=CC=2)=O)=CC=1.[Pd].[Pd].O1CCOCC1. The product is [C:82]([C:79]([C:75]1[CH:74]=[C:73]([CH:78]=[CH:77][CH:76]=1)[C:72]([NH:71][C:66]1[CH:67]=[CH:68][C:69]([CH3:70])=[C:64]([N:58]2[C:57](=[O:85])[C:56]3[C:61](=[CH:62][CH:63]=[C:54]([N:86]4[CH2:91][CH2:90][O:89][CH2:88][CH2:87]4)[CH:55]=3)[N:60]=[CH:59]2)[CH:65]=1)=[O:84])([CH3:80])[CH3:81])#[N:83]. The yield is 0.309.